Dataset: Reaction yield outcomes from USPTO patents with 853,638 reactions. Task: Predict the reaction yield, written as a fraction of the theoretical maximum amount of product (1.0 means a 100% yield; for example, 0.34 means a 34% yield). (1) The reactants are C1(C(C2C=CC=CC=2)=[N:8][CH2:9][C:10]([O:12][CH2:13][CH3:14])=[O:11])C=CC=CC=1.CC(C)([O-])C.[K+].[CH3:27][O:28][C:29]1[CH:37]=[CH:36][C:32]([C:33]([Cl:35])=[O:34])=[CH:31][CH:30]=1.Cl. The catalyst is O1CCCC1. The product is [ClH:35].[NH2:8][CH:9]([C:33]([C:32]1[CH:36]=[CH:37][C:29]([O:28][CH3:27])=[CH:30][CH:31]=1)=[O:34])[C:10]([O:12][CH2:13][CH3:14])=[O:11]. The yield is 1.00. (2) The product is [Cl:1][C:2]1[C:10]2[C:5](=[CH:6][CH:7]=[C:8]([O:11][CH3:12])[CH:9]=2)[NH:4][C:3]=1[C:13]#[N:15]. The reactants are [Cl:1][C:2]1[C:10]2[C:5](=[CH:6][CH:7]=[C:8]([O:11][CH3:12])[CH:9]=2)[NH:4][C:3]=1[C:13]([NH2:15])=O.O1CCOCC1.P(Cl)(Cl)(Cl)=O. The yield is 0.666. No catalyst specified. (3) The reactants are [CH2:1]([N:8]1[CH2:13][CH2:12][C:11]([C:15]2[CH:20]=[CH:19][C:18]([Cl:21])=[CH:17][CH:16]=2)([OH:14])[C:10]([CH3:23])([CH3:22])[CH2:9]1)[C:2]1[CH:7]=[CH:6][CH:5]=[CH:4][CH:3]=1.N1C=CN=C1.[H-].[Na+].[C:31](=[S:33])=[S:32].I[CH3:35]. The catalyst is C1COCC1. The product is [C:31]([S:33][CH3:35])(=[S:32])[O:14][C:11]1([C:15]2[CH:16]=[CH:17][C:18]([Cl:21])=[CH:19][CH:20]=2)[CH2:12][CH2:13][N:8]([CH2:1][C:2]2[CH:3]=[CH:4][CH:5]=[CH:6][CH:7]=2)[CH2:9][C:10]1([CH3:23])[CH3:22]. The yield is 0.830.